Dataset: NCI-60 drug combinations with 297,098 pairs across 59 cell lines. Task: Regression. Given two drug SMILES strings and cell line genomic features, predict the synergy score measuring deviation from expected non-interaction effect. (1) Drug 1: C1=NNC2=C1C(=O)NC=N2. Drug 2: CCC1(C2=C(COC1=O)C(=O)N3CC4=CC5=C(C=CC(=C5CN(C)C)O)N=C4C3=C2)O.Cl. Cell line: HCC-2998. Synergy scores: CSS=15.5, Synergy_ZIP=-1.27, Synergy_Bliss=0.972, Synergy_Loewe=-16.1, Synergy_HSA=0.300. (2) Drug 1: CCCS(=O)(=O)NC1=C(C(=C(C=C1)F)C(=O)C2=CNC3=C2C=C(C=N3)C4=CC=C(C=C4)Cl)F. Drug 2: C1CCC(CC1)NC(=O)N(CCCl)N=O. Cell line: NCI-H522. Synergy scores: CSS=22.7, Synergy_ZIP=-3.06, Synergy_Bliss=8.19, Synergy_Loewe=6.97, Synergy_HSA=7.91.